Dataset: Reaction yield outcomes from USPTO patents with 853,638 reactions. Task: Predict the reaction yield, written as a fraction of the theoretical maximum amount of product (1.0 means a 100% yield; for example, 0.34 means a 34% yield). (1) The product is [N:25]1[C:26]2[NH:27][CH2:28][CH2:29][CH2:30][C:31]=2[CH:32]=[CH:33][C:24]=1[CH2:23][CH2:22][O:21][C:17]1[CH:16]=[C:15]2[C:20](=[CH:19][CH:18]=1)[N:12]([CH:8]([CH2:9][CH2:10][CH3:11])[CH2:7][C:6]([OH:34])=[O:5])[CH:13]=[CH:14]2. The catalyst is CO.O. The reactants are [OH-].[Na+].C([O:5][C:6](=[O:34])[CH2:7][CH:8]([N:12]1[C:20]2[C:15](=[CH:16][C:17]([O:21][CH2:22][CH2:23][C:24]3[CH:33]=[CH:32][C:31]4[CH2:30][CH2:29][CH2:28][NH:27][C:26]=4[N:25]=3)=[CH:18][CH:19]=2)[CH:14]=[CH:13]1)[CH2:9][CH2:10][CH3:11])C.Cl. The yield is 0.280. (2) The yield is 0.770. The reactants are I.[Cl:2][C:3]1[C:4]2[C:5]3[C:6](=[C:20]([CH3:23])[O:21][N:22]=3)[C:7](=[O:19])[N:8]([CH:13]3[CH2:18][CH2:17][CH2:16][NH:15][CH2:14]3)[C:9]=2[CH:10]=[CH:11][CH:12]=1.[C:24](O)(=[O:35])[C:25]1[CH:34]=[CH:33][C:32]2[C:27](=[CH:28][CH:29]=[CH:30][CH:31]=2)[N:26]=1.Cl.CN(C)CCCN=C=NCC.ON1C2N=CC=CC=2N=N1.C(N(CC)CC)C. The catalyst is CN(C)C1C=CN=CC=1.CN(C)C=O. The product is [Cl:2][C:3]1[C:4]2[C:5]3[C:6](=[C:20]([CH3:23])[O:21][N:22]=3)[C:7](=[O:19])[N:8]([CH:13]3[CH2:18][CH2:17][CH2:16][N:15]([C:24]([C:25]4[CH:34]=[CH:33][C:32]5[C:27](=[CH:28][CH:29]=[CH:30][CH:31]=5)[N:26]=4)=[O:35])[CH2:14]3)[C:9]=2[CH:10]=[CH:11][CH:12]=1. (3) The reactants are B(Br)(Br)Br.[CH3:5][C:6]1[CH:7]=[C:8]([CH:26]=[C:27]([C:30]([O:32]CC2C=CC=CC=2)=[O:31])[C:28]=1[OH:29])[CH:9]=[C:10]1[S:14][C:13](=[O:15])[N:12]([CH2:16][C:17]2[CH:22]=[CH:21][C:20]([Cl:23])=[C:19]([Cl:24])[CH:18]=2)[C:11]1=[O:25].ClCCl. The catalyst is O. The yield is 0.947. The product is [CH3:5][C:6]1[CH:7]=[C:8]([CH:26]=[C:27]([C:30]([OH:32])=[O:31])[C:28]=1[OH:29])[CH:9]=[C:10]1[S:14][C:13](=[O:15])[N:12]([CH2:16][C:17]2[CH:22]=[CH:21][C:20]([Cl:23])=[C:19]([Cl:24])[CH:18]=2)[C:11]1=[O:25]. (4) The reactants are Br[C:2]1[CH:7]=[C:6]([N+:8]([O-:10])=[O:9])[CH:5]=[CH:4][C:3]=1[NH:11][CH3:12].CCN(CC)CC.[CH3:20][C:21]([CH3:25])([CH3:24])[C:22]#[CH:23].N#N. The catalyst is C1(C)C=CC=CC=1.O.Cl[Pd](Cl)([P](C1C=CC=CC=1)(C1C=CC=CC=1)C1C=CC=CC=1)[P](C1C=CC=CC=1)(C1C=CC=CC=1)C1C=CC=CC=1.[Cu]I. The product is [CH3:20][C:21]([CH3:25])([CH3:24])[C:22]#[C:23][C:2]1[CH:7]=[C:6]([N+:8]([O-:10])=[O:9])[CH:5]=[CH:4][C:3]=1[NH:11][CH3:12]. The yield is 0.940. (5) The reactants are [ClH:1].[F:2][C:3]1[CH:4]=[C:5]([C:10]2[C:18]3[C:13](=[CH:14][C:15]([O:19][CH2:20][CH2:21][CH:22]4[CH2:27][CH2:26][NH:25][CH2:24][CH2:23]4)=[CH:16][CH:17]=3)[C:12](=[O:28])[C:11]=2[C:29]2[CH:30]=[N:31][CH:32]=[CH:33][CH:34]=2)[CH:6]=[C:7]([F:9])[CH:8]=1.N1(C[CH2:42][CH2:43][O:44]C2C=C3C(C(C4C=C(F)C=C(F)C=4)=C(C4C=NC=CC=4)C3=O)=CC=2)CCNCC1. No catalyst specified. The product is [ClH:1].[C:43]([N:25]1[CH2:26][CH2:27][CH:22]([CH2:21][CH2:20][O:19][C:15]2[CH:14]=[C:13]3[C:18]([C:10]([C:5]4[CH:6]=[C:7]([F:9])[CH:8]=[C:3]([F:2])[CH:4]=4)=[C:11]([C:29]4[CH:30]=[N:31][CH:32]=[CH:33][CH:34]=4)[C:12]3=[O:28])=[CH:17][CH:16]=2)[CH2:23][CH2:24]1)(=[O:44])[CH3:42]. The yield is 0.500. (6) The reactants are F[C:2]1[CH:3]=[C:4]2[C:9](=[CH:10][C:11]=1[N+:12]([O-:14])=[O:13])[NH:8][C:7](=[O:15])[N:6]([NH:16][S:17]([CH3:20])(=[O:19])=[O:18])[C:5]2=[O:21].[CH3:22][O:23][CH2:24][CH2:25][NH2:26]. No catalyst specified. The product is [CH3:22][O:23][CH2:24][CH2:25][NH:26][C:2]1[CH:3]=[C:4]2[C:9](=[CH:10][C:11]=1[N+:12]([O-:14])=[O:13])[NH:8][C:7](=[O:15])[N:6]([NH:16][S:17]([CH3:20])(=[O:19])=[O:18])[C:5]2=[O:21]. The yield is 0.360.